This data is from Forward reaction prediction with 1.9M reactions from USPTO patents (1976-2016). The task is: Predict the product of the given reaction. (1) Given the reactants O[O:2][S:3]([O-:5])=O.[K+].S1[C:13]2[CH:14]=[CH:15][CH:16]=[CH:17][C:12]=2[CH2:11][N:10]([C:18]2[N:27]=[C:26]([NH2:28])[C:25]3[C:20](=[CH:21][CH:22]=[C:23]([CH3:29])[CH:24]=3)[N:19]=2)[CH2:9][CH2:8]1, predict the reaction product. The product is: [O:2]=[S:3]1(=[O:5])[C:17]2[CH:16]=[CH:15][CH:14]=[CH:13][C:12]=2[CH2:11][N:10]([C:18]2[N:27]=[C:26]([NH2:28])[C:25]3[C:20](=[CH:21][CH:22]=[C:23]([CH3:29])[CH:24]=3)[N:19]=2)[CH2:9][CH2:8]1. (2) Given the reactants Cl[C:2]([O:4][CH2:5][C:6]1[CH:11]=[CH:10][CH:9]=[CH:8][CH:7]=1)=[O:3].[C:12]([O:16][C:17]([NH:19][C@:20]12[CH2:28][N:27]([C@@H](C3C=CC=CC=3)C)[CH2:26][C@@H:25]1[CH2:24][CH:23]=[CH:22][CH2:21]2)=[O:18])([CH3:15])([CH3:14])[CH3:13], predict the reaction product. The product is: [CH2:5]([O:4][C:2]([N:27]1[CH2:28][C@@:20]2([NH:19][C:17]([O:16][C:12]([CH3:15])([CH3:14])[CH3:13])=[O:18])[C@@H:25]([CH2:24][CH:23]=[CH:22][CH2:21]2)[CH2:26]1)=[O:3])[C:6]1[CH:11]=[CH:10][CH:9]=[CH:8][CH:7]=1. (3) The product is: [F:43][C:37]1[CH:38]=[C:39]([F:42])[CH:40]=[CH:41][C:36]=1[C@H:30]1[N:29]2[C@@H:33]([CH2:34][CH2:35]/[C:27](=[CH:8]\[C:7]3[CH:10]=[CH:11][C:12]([N:13]4[CH:17]=[C:16]([CH3:18])[N:15]=[CH:14]4)=[C:5]([O:4][CH3:3])[CH:6]=3)/[C:28]2=[O:44])[CH2:32][CH2:31]1. Given the reactants [OH-].[Li+].[CH3:3][O:4][C:5]1[CH:6]=[C:7]([CH:10]=[CH:11][C:12]=1[N:13]1[CH:17]=[C:16]([CH3:18])[N:15]=[CH:14]1)[CH:8]=O.C(OP([CH:27]1[CH2:35][CH2:34][C@@H:33]2[N:29]([C@H:30]([C:36]3[CH:41]=[CH:40][C:39]([F:42])=[CH:38][C:37]=3[F:43])[CH2:31][CH2:32]2)[C:28]1=[O:44])(=O)OCC)C.C(O)C, predict the reaction product. (4) The product is: [CH3:34][NH:35][NH:36][C:21](=[O:22])[C:20]1[CH:24]=[CH:25][CH:26]=[C:18]([CH2:17][S:14]([CH:13]=[C:11]2[CH2:12][N:9]([CH:8]([C:27]3[CH:32]=[CH:31][C:30]([Cl:33])=[CH:29][CH:28]=3)[C:5]3[CH:6]=[CH:7][C:2]([Cl:1])=[CH:3][CH:4]=3)[CH2:10]2)(=[O:16])=[O:15])[CH:19]=1. Given the reactants [Cl:1][C:2]1[CH:7]=[CH:6][C:5]([CH:8]([C:27]2[CH:32]=[CH:31][C:30]([Cl:33])=[CH:29][CH:28]=2)[N:9]2[CH2:12][C:11](=[CH:13][S:14]([CH2:17][C:18]3[CH:19]=[C:20]([CH:24]=[CH:25][CH:26]=3)[C:21](O)=[O:22])(=[O:16])=[O:15])[CH2:10]2)=[CH:4][CH:3]=1.[CH3:34][NH:35][NH2:36], predict the reaction product. (5) Given the reactants [Cl:1][C:2]1[CH:7]=[CH:6][CH:5]=[CH:4][C:3]=1[N:8]1[C:12](CC#N)=[CH:11][C:10]([C:16]([F:19])([F:18])[F:17])=[N:9]1.[OH-:20].[K+].[CH2:22]([OH:24])[CH3:23], predict the reaction product. The product is: [Cl:1][C:2]1[CH:7]=[CH:6][CH:5]=[CH:4][C:3]=1[N:8]1[C:12]([CH2:23][C:22]([OH:20])=[O:24])=[CH:11][C:10]([C:16]([F:19])([F:18])[F:17])=[N:9]1. (6) The product is: [Cl:41][CH2:19][CH2:18][C:3]1([CH2:1][CH3:2])[C:8]2[NH:9][C:10]3[C:15]([C:7]=2[CH2:6][CH2:5][O:4]1)=[CH:14][CH:13]=[CH:12][C:11]=3[CH2:16][CH3:17]. Given the reactants [CH2:1]([C:3]1([CH2:18][CH2:19]O)[C:8]2[NH:9][C:10]3[C:15]([C:7]=2[CH2:6][CH2:5][O:4]1)=[CH:14][CH:13]=[CH:12][C:11]=3[CH2:16][CH3:17])[CH3:2].C1C=CC(P(C2C=CC=CC=2)C2C=CC=CC=2)=CC=1.C(Cl)(Cl)(Cl)[Cl:41], predict the reaction product. (7) Given the reactants Br[C:2]1[N:7]=[C:6]([CH2:8][O:9][C:10]2[CH:11]=[C:12]3[C:17](=[CH:18][CH:19]=2)[C:16]2=[CH:20][C:21]([O:25][CH2:26][CH:27]4[CH2:31][CH2:30][CH2:29][O:28]4)=[N:22][C:23](=[O:24])[N:15]2[CH2:14][CH2:13]3)[CH:5]=[CH:4][CH:3]=1.[N:32]1[CH:37]=[C:36](B(O)O)[CH:35]=[N:34][CH:33]=1, predict the reaction product. The product is: [N:32]1[CH:37]=[C:36]([C:2]2[N:7]=[C:6]([CH2:8][O:9][C:10]3[CH:11]=[C:12]4[C:17](=[CH:18][CH:19]=3)[C:16]3=[CH:20][C:21]([O:25][CH2:26][CH:27]5[CH2:31][CH2:30][CH2:29][O:28]5)=[N:22][C:23](=[O:24])[N:15]3[CH2:14][CH2:13]4)[CH:5]=[CH:4][CH:3]=2)[CH:35]=[N:34][CH:33]=1. (8) Given the reactants [O:1]=[C:2]1[CH2:6][CH2:5][N:4]([C:7]2[CH:8]=[C:9]([C:17]([O:19][CH3:20])=[O:18])[CH:10]=[C:11]([CH:16]=2)[C:12]([O:14][CH3:15])=[O:13])[CH2:3]1.[NH4+].[Cl-].C[OH:24], predict the reaction product. The product is: [OH:1][C:2]1([OH:24])[CH2:6][CH2:5][N:4]([C:7]2[CH:16]=[C:11]([C:12]([O:14][CH3:15])=[O:13])[CH:10]=[C:9]([CH:8]=2)[C:17]([O:19][CH3:20])=[O:18])[CH2:3]1. (9) Given the reactants C1(C)C=CC(S([O-])(=O)=O)=CC=1.[CH3:12][C@@H:13]1[C@H:16]([NH3+:17])[C:15](=[O:18])[NH:14]1.CCN(C(C)C)C(C)C.[CH:28]1([CH2:34][CH2:35][CH2:36][CH2:37][O:38][C:39](N2C=CC=CC2=O)=[O:40])[CH2:33][CH2:32][CH2:31][CH2:30][CH2:29]1, predict the reaction product. The product is: [CH:28]1([CH2:34][CH2:35][CH2:36][CH2:37][O:38][C:39](=[O:40])[NH:17][C@@H:16]2[C:15](=[O:18])[NH:14][C@@H:13]2[CH3:12])[CH2:33][CH2:32][CH2:31][CH2:30][CH2:29]1.